From a dataset of Forward reaction prediction with 1.9M reactions from USPTO patents (1976-2016). Predict the product of the given reaction. (1) The product is: [CH2:16]([N:11]1[CH2:10][CH:9]([NH2:8])[CH2:13][S:12]1(=[O:15])=[O:14])[C:17]1[CH:18]=[CH:19][CH:20]=[CH:21][CH:22]=1. Given the reactants C([NH:8][CH:9]1[CH2:13][S:12](=[O:15])(=[O:14])[N:11]([CH2:16][C:17]2[CH:22]=[CH:21][CH:20]=[CH:19][CH:18]=2)[CH2:10]1)C1C=CC=CC=1.FC(F)(F)C(O)=O.N, predict the reaction product. (2) Given the reactants [CH:1]1[CH:6]=[C:5]([S:7]([OH:10])(=[O:9])=[O:8])[CH:4]=[C:3]([NH2:11])[CH:2]=1.[CH2:12]([O:14][C:15](=[O:29])[CH:16]([C:21](=O)[C:22]1[CH:27]=[CH:26][CH:25]=[CH:24][CH:23]=1)[CH2:17][C:18](=O)[CH3:19])[CH3:13].[OH-].[Na+].CC1C=CC(S(O)(=O)=O)=CC=1.Cl, predict the reaction product. The product is: [CH2:12]([O:14][C:15]([C:16]1[CH:17]=[C:18]([CH3:19])[N:11]([C:3]2[CH:2]=[CH:1][CH:6]=[C:5]([S:7]([OH:10])(=[O:8])=[O:9])[CH:4]=2)[C:21]=1[C:22]1[CH:23]=[CH:24][CH:25]=[CH:26][CH:27]=1)=[O:29])[CH3:13]. (3) Given the reactants [CH3:1][N:2]([CH2:15][C:16]1[S:17][C:18]([S:21][CH3:22])=[CH:19][CH:20]=1)[C:3]([C:5]12[CH2:14][CH:9]3[CH2:10][CH:11]([CH2:13][CH:7]([CH2:8]3)[CH2:6]1)[CH2:12]2)=[O:4].C1C=C(Cl)C=C(C(OO)=[O:31])C=1, predict the reaction product. The product is: [CH3:22][S:21]([C:18]1[S:17][C:16]([CH2:15][N:2]([CH3:1])[C:3]([C:5]23[CH2:12][CH:11]4[CH2:10][CH:9]([CH2:8][CH:7]([CH2:13]4)[CH2:6]2)[CH2:14]3)=[O:4])=[CH:20][CH:19]=1)=[O:31]. (4) Given the reactants [Li]CCCC.Br[C:7]1[CH:12]=[CH:11][CH:10]=[C:9]([Br:13])[N:8]=1.C(=O)=O.[CH3:17][C:18]([CH3:20])=[O:19], predict the reaction product. The product is: [Br:13][C:9]1[N:8]=[C:7]([C:18]([OH:19])([CH3:20])[CH3:17])[CH:12]=[CH:11][CH:10]=1. (5) Given the reactants B.[Cl:2][C:3]1[CH:11]=[CH:10][CH:9]=[C:5]([C:6]([OH:8])=[O:7])[C:4]=1[C:12]([OH:14])=[O:13].FC1C(CO)=C(CO)C=CC=1, predict the reaction product. The product is: [Cl:2][C:3]1[C:4]([CH2:12][OH:13])=[C:5]([CH2:6][OH:7])[CH:9]=[CH:10][CH:11]=1.[Cl:2][C:3]1[CH:11]=[CH:10][CH:9]=[C:5]([C:6]([OH:8])=[O:7])[C:4]=1[C:12]([OH:14])=[O:13]. (6) Given the reactants C1(C)C=CC(S(O)(=O)=O)=CC=1.[C:12]1([C@H:22]([NH:24][CH2:25]/[CH:26]=[CH:27]/[C:28]2[CH:33]=[CH:32][CH:31]=[C:30]([C:34]([F:37])([F:36])[F:35])[CH:29]=2)[CH3:23])[C:21]2[C:16](=[CH:17][CH:18]=[CH:19][CH:20]=2)[CH:15]=[CH:14][CH:13]=1.[OH-].[Na+].[ClH:40], predict the reaction product. The product is: [ClH:40].[C:12]1([C@H:22]([NH:24][CH2:25]/[CH:26]=[CH:27]/[C:28]2[CH:33]=[CH:32][CH:31]=[C:30]([C:34]([F:35])([F:36])[F:37])[CH:29]=2)[CH3:23])[C:21]2[C:16](=[CH:17][CH:18]=[CH:19][CH:20]=2)[CH:15]=[CH:14][CH:13]=1. (7) Given the reactants [F:1][C:2]([F:28])([F:27])[C:3]([OH:26])([CH2:17][C:18]1[CH:23]=[CH:22][CH:21]=[CH:20][C:19]=1[O:24]C)[CH:4]=[N:5][C:6]1[CH:15]=[CH:14][CH:13]=[C:12]2[C:7]=1[CH:8]=[CH:9][C:10](=[O:16])[NH:11]2.B(Br)(Br)Br.C(=O)(O)[O-].[Na+].C(OCC)(=O)C, predict the reaction product. The product is: [OH:26][C:3]1([C:2]([F:28])([F:27])[F:1])[CH2:17][C:18]2[C:19](=[CH:20][CH:21]=[CH:22][CH:23]=2)[O:24][CH:4]1[NH:5][C:6]1[CH:15]=[CH:14][CH:13]=[C:12]2[C:7]=1[CH:8]=[CH:9][C:10](=[O:16])[NH:11]2. (8) Given the reactants [CH2:1]([N:4]([CH2:47]CC)[C:5]1[CH:10]=[CH:9][C:8]([NH:11][C:12]([C:14]2[CH:15]=[C:16]([CH:24]=[CH:25][CH:26]=2)[CH2:17][S:18][CH2:19][CH2:20][C:21]([OH:23])=[O:22])=[O:13])=[C:7]([C:27]2[CH:32]=[C:31]([C:33](=[O:46])[NH:34][CH2:35][C:36]3[CH:41]=[CH:40][CH:39]=[C:38]([C:42]([F:45])([F:44])[F:43])[CH:37]=3)[CH:30]=[CH:29][N:28]=2)[CH:6]=1)CC.CNC, predict the reaction product. The product is: [CH3:47][N:4]([CH3:1])[C:5]1[CH:10]=[CH:9][C:8]([NH:11][C:12]([C:14]2[CH:15]=[C:16]([CH:24]=[CH:25][CH:26]=2)[CH2:17][S:18][CH2:19][CH2:20][C:21]([OH:23])=[O:22])=[O:13])=[C:7]([C:27]2[CH:32]=[C:31]([C:33](=[O:46])[NH:34][CH2:35][C:36]3[CH:41]=[CH:40][CH:39]=[C:38]([C:42]([F:45])([F:44])[F:43])[CH:37]=3)[CH:30]=[CH:29][N:28]=2)[CH:6]=1. (9) The product is: [C:1]([O:4][CH2:5][C:6]1[C:11]([N:12]2[CH2:17][CH2:16][C:15]3[C:18]4[CH2:24][CH2:23][CH2:22][CH2:21][C:19]=4[S:20][C:14]=3[C:13]2=[O:25])=[CH:10][C:9]([F:26])=[CH:8][C:7]=1[B:28]1[O:32][C:31]([CH3:34])([CH3:33])[C:30]([CH3:36])([CH3:35])[O:29]1)(=[O:3])[CH3:2]. Given the reactants [C:1]([O:4][CH2:5][C:6]1[C:11]([N:12]2[CH2:17][CH2:16][C:15]3[C:18]4[CH2:24][CH2:23][CH2:22][CH2:21][C:19]=4[S:20][C:14]=3[C:13]2=[O:25])=[CH:10][C:9]([F:26])=[CH:8][C:7]=1Br)(=[O:3])[CH3:2].[B:28]1([B:28]2[O:32][C:31]([CH3:34])([CH3:33])[C:30]([CH3:36])([CH3:35])[O:29]2)[O:32][C:31]([CH3:34])([CH3:33])[C:30]([CH3:36])([CH3:35])[O:29]1.CC(O[K])=O, predict the reaction product.